Dataset: Reaction yield outcomes from USPTO patents with 853,638 reactions. Task: Predict the reaction yield, written as a fraction of the theoretical maximum amount of product (1.0 means a 100% yield; for example, 0.34 means a 34% yield). (1) The reactants are [CH3:1][O:2][C:3]1[CH:27]=[CH:26][C:6]([C:7]([N:9]([CH2:16][CH2:17][C:18]2[CH:23]=[CH:22][CH:21]=[C:20]([O:24][CH3:25])[CH:19]=2)[C:10]2[CH:15]=[CH:14][CH:13]=[CH:12][CH:11]=2)=O)=[CH:5][CH:4]=1.[BH4-].[Na+]. The catalyst is O=P(Cl)(Cl)Cl.C(Cl)Cl. The product is [CH3:25][O:24][C:20]1[CH:19]=[C:18]2[C:23](=[CH:22][CH:21]=1)[CH:7]([C:6]1[CH:26]=[CH:27][C:3]([O:2][CH3:1])=[CH:4][CH:5]=1)[N:9]([C:10]1[CH:15]=[CH:14][CH:13]=[CH:12][CH:11]=1)[CH2:16][CH2:17]2. The yield is 0.580. (2) The reactants are [BH-](OC(C)=O)(OC(C)=O)OC(C)=O.[Na+].[Br:15][C:16]1[N:21]=[C:20]([CH:22]=O)[CH:19]=[CH:18][CH:17]=1.[NH:24]1[CH2:29][CH2:28][O:27][CH2:26][CH2:25]1.C([O-])(O)=O.[Na+]. The catalyst is ClCCCl. The product is [Br:15][C:16]1[N:21]=[C:20]([CH2:22][N:24]2[CH2:29][CH2:28][O:27][CH2:26][CH2:25]2)[CH:19]=[CH:18][CH:17]=1. The yield is 0.680. (3) The catalyst is C1(C)C=CC=CC=1. The product is [Cl:1][C:2]1[N:7]=[CH:6][C:5]([CH2:8][N:9]([C:17]2[CH2:19][O:20][C:21](=[O:22])[CH:16]=2)[CH2:10][C:11]([O:13][CH2:14][CH3:15])=[O:12])=[CH:4][CH:3]=1. The yield is 0.480. The reactants are [Cl:1][C:2]1[N:7]=[CH:6][C:5]([CH2:8][NH:9][CH2:10][C:11]([O:13][CH2:14][CH3:15])=[O:12])=[CH:4][CH:3]=1.[CH2:16]1[C:21](=[O:22])[O:20][CH2:19][C:17]1=O.C1(C)C=CC(S(O)(=O)=O)=CC=1. (4) The reactants are [NH2:1][C:2]1[CH:10]=[C:9]2[C:5]([CH2:6][CH2:7][N:8]2[C:11](=[O:16])[C:12]([F:15])([F:14])[F:13])=[CH:4][CH:3]=1.[N:17]([O-])=O.[Na+].O.O.Cl[Sn]Cl.[C:26]([CH2:32][C:33]#[N:34])(=O)[C:27]([CH3:30])([CH3:29])[CH3:28]. The catalyst is Cl.O. The product is [NH2:34][C:33]1[N:1]([C:2]2[CH:10]=[C:9]3[C:5]([CH2:6][CH2:7][N:8]3[C:11](=[O:16])[C:12]([F:15])([F:13])[F:14])=[CH:4][CH:3]=2)[N:17]=[C:26]([C:27]([CH3:30])([CH3:29])[CH3:28])[CH:32]=1. The yield is 0.300. (5) The reactants are [H-].[Na+].[OH:3][CH:4]1[CH2:9][CH2:8][CH:7]([C:10]([O:12][CH2:13][CH3:14])=[O:11])[CH2:6][CH2:5]1.F[C:16]1[CH:21]=[CH:20][C:19]([N+:22]([O-:24])=[O:23])=[CH:18][CH:17]=1.O. The catalyst is CN(C=O)C.CCOC(C)=O. The product is [N+:22]([C:19]1[CH:20]=[CH:21][C:16]([O:3][C@@H:4]2[CH2:5][CH2:6][C@H:7]([C:10]([O:12][CH2:13][CH3:14])=[O:11])[CH2:8][CH2:9]2)=[CH:17][CH:18]=1)([O-:24])=[O:23]. The yield is 0.230. (6) The reactants are [CH3:1][O:2][C:3]1[CH:4]=[C:5]([NH:9][C:10](=[O:16])[O:11][C:12]([CH3:15])([CH3:14])[CH3:13])[CH:6]=[CH:7][CH:8]=1.[Li]C(C)(C)C.[I:22]I.[O-]S([O-])(=S)=O.[Na+].[Na+]. The catalyst is C(OCC)C.CCCCC. The product is [I:22][C:4]1[C:3]([O:2][CH3:1])=[CH:8][CH:7]=[CH:6][C:5]=1[NH:9][C:10](=[O:16])[O:11][C:12]([CH3:13])([CH3:15])[CH3:14]. The yield is 0.740. (7) The reactants are [F:1][C:2]1[C:7]([C:8]2[NH:12][CH:11]=[C:10]([CH:13]=[O:14])[CH:9]=2)=[CH:6][CH:5]=[CH:4][N:3]=1.[Cl:15]N1C(=O)CCC1=O.O. The catalyst is CN(C)C=O. The product is [Cl:15][C:9]1[C:10]([CH:13]=[O:14])=[CH:11][NH:12][C:8]=1[C:7]1[C:2]([F:1])=[N:3][CH:4]=[CH:5][CH:6]=1. The yield is 0.440. (8) The reactants are [Cl:1][C:2]1[CH:7]=[C:6]2[CH2:8][O:9][C:10]3[CH:34]=[C:33]4[C:13]([CH2:14][CH2:15][C:16]5[N:20]=[C:19]([CH:21]6[CH2:25][CH2:24][CH2:23][N:22]6[C:26]([O:28][C:29]([CH3:32])([CH3:31])[CH3:30])=[O:27])[NH:18][C:17]=54)=[CH:12][C:11]=3[C:5]2=[CH:4][CH:3]=1. The catalyst is ClCCl.C(OCC)(=O)C.[O-2].[Mn+4].[O-2]. The product is [Cl:1][C:2]1[CH:7]=[C:6]2[CH2:8][O:9][C:10]3[CH:34]=[C:33]4[C:13]([CH:14]=[CH:15][C:16]5[N:20]=[C:19]([CH:21]6[CH2:25][CH2:24][CH2:23][N:22]6[C:26]([O:28][C:29]([CH3:30])([CH3:31])[CH3:32])=[O:27])[NH:18][C:17]=54)=[CH:12][C:11]=3[C:5]2=[CH:4][CH:3]=1. The yield is 0.810.